Dataset: Peptide-MHC class I binding affinity with 185,985 pairs from IEDB/IMGT. Task: Regression. Given a peptide amino acid sequence and an MHC pseudo amino acid sequence, predict their binding affinity value. This is MHC class I binding data. (1) The peptide sequence is IEDPPFNSL. The MHC is HLA-A26:01 with pseudo-sequence HLA-A26:01. The binding affinity (normalized) is 0. (2) The peptide sequence is MLYPLLWMF. The MHC is HLA-B45:06 with pseudo-sequence HLA-B45:06. The binding affinity (normalized) is 0.213. (3) The peptide sequence is ISHNFCNL. The MHC is H-2-Ld with pseudo-sequence H-2-Ld. The binding affinity (normalized) is 0.451. (4) The peptide sequence is YMYDFILRF. The MHC is HLA-C04:01 with pseudo-sequence HLA-C04:01. The binding affinity (normalized) is 0.231. (5) The MHC is H-2-Db with pseudo-sequence H-2-Db. The binding affinity (normalized) is 0.136. The peptide sequence is SSPTILDNYT. (6) The peptide sequence is LITEQFLCY. The binding affinity (normalized) is 0.0847. The MHC is HLA-A02:01 with pseudo-sequence HLA-A02:01.